From a dataset of Full USPTO retrosynthesis dataset with 1.9M reactions from patents (1976-2016). Predict the reactants needed to synthesize the given product. Given the product [P:1]([OH:35])([OH:30])([O:3][CH2:4][CH2:5][N:6]([CH3:29])[C:7](=[O:28])[C:8]1[CH:13]=[C:12]([N:14]([CH2:15][CH2:16][Br:17])[CH2:18][CH2:19][Br:20])[C:11]([S:21]([CH3:24])(=[O:22])=[O:23])=[CH:10][C:9]=1[N+:25]([O-:27])=[O:26])=[O:2], predict the reactants needed to synthesize it. The reactants are: [P:1]([O:35]C(C)(C)C)([O:30]C(C)(C)C)([O:3][CH2:4][CH2:5][N:6]([CH3:29])[C:7](=[O:28])[C:8]1[CH:13]=[C:12]([N:14]([CH2:18][CH2:19][Br:20])[CH2:15][CH2:16][Br:17])[C:11]([S:21]([CH3:24])(=[O:23])=[O:22])=[CH:10][C:9]=1[N+:25]([O-:27])=[O:26])=[O:2].C(O)(C(F)(F)F)=O.